Dataset: Catalyst prediction with 721,799 reactions and 888 catalyst types from USPTO. Task: Predict which catalyst facilitates the given reaction. (1) Reactant: C(P(C(C)(C)C)C1C(OC)=CC=C(OC)C=1C1C(C(C)C)=CC(C(C)C)=CC=1C(C)C)(C)(C)C.[O-]P([O-])([O-])=O.[K+].[K+].[K+].C(O)(CC)(C)C.CS(O[C:54]1[CH:63]=[CH:62][C:61]2[C:56](=[CH:57][CH:58]=[C:59]([C:64]3[CH:69]=[C:68]([N:70]4[CH:75]=[CH:74][C:73](=[O:76])[NH:72][C:71]4=[O:77])[CH:67]=[C:66]([C:78]([CH3:81])([CH3:80])[CH3:79])[C:65]=3[O:82][CH3:83])[CH:60]=2)[CH:55]=1)(=O)=O.[CH3:84][S:85]([NH2:88])(=[O:87])=[O:86]. Product: [C:78]([C:66]1[C:65]([O:82][CH3:83])=[C:64]([C:59]2[CH:60]=[C:61]3[C:56](=[CH:57][CH:58]=2)[CH:55]=[C:54]([NH:88][S:85]([CH3:84])(=[O:87])=[O:86])[CH:63]=[CH:62]3)[CH:69]=[C:68]([N:70]2[CH:75]=[CH:74][C:73](=[O:76])[NH:72][C:71]2=[O:77])[CH:67]=1)([CH3:81])([CH3:80])[CH3:79]. The catalyst class is: 110. (2) Reactant: [Cl:1][C:2]1[C:3]2[C:10](I)=[CH:9][N:8]([CH3:12])[C:4]=2[N:5]=[CH:6][N:7]=1.CC1(C)OB([C:19]2[CH:24]=[CH:23][CH:22]=[CH:21][CH:20]=2)OC1(C)C.C(=O)([O-])[O-].[Na+].[Na+]. Product: [Cl:1][C:2]1[C:3]2[C:10]([C:19]3[CH:24]=[CH:23][CH:22]=[CH:21][CH:20]=3)=[CH:9][N:8]([CH3:12])[C:4]=2[N:5]=[CH:6][N:7]=1. The catalyst class is: 38. (3) The catalyst class is: 6. Reactant: [CH3:1][C:2]1[O:6][N:5]=[C:4]([C:7]2[CH:12]=[CH:11][CH:10]=[CH:9][CH:8]=2)[C:3]=1[C:13]1[N:17]2[CH2:18][C:19]3[C:24]([C:16]2=[N:15][N:14]=1)=[CH:23][C:22]([OH:25])=[CH:21][CH:20]=3.C(=O)([O-])[O-].[K+].[K+].ClC[C:34]1[CH:35]=[N:36][N:37]([CH3:39])N=1.[CH3:40][N:41](C=O)C. Product: [CH3:1][C:2]1[O:6][N:5]=[C:4]([C:7]2[CH:12]=[CH:11][CH:10]=[CH:9][CH:8]=2)[C:3]=1[C:13]1[N:17]2[CH2:18][C:19]3[C:24]([C:16]2=[N:15][N:14]=1)=[CH:23][C:22]([O:25][CH2:34][C:35]1[N:41]=[CH:40][N:37]([CH3:39])[N:36]=1)=[CH:21][CH:20]=3.